Regression. Given two drug SMILES strings and cell line genomic features, predict the synergy score measuring deviation from expected non-interaction effect. From a dataset of NCI-60 drug combinations with 297,098 pairs across 59 cell lines. (1) Drug 1: CN(CC1=CN=C2C(=N1)C(=NC(=N2)N)N)C3=CC=C(C=C3)C(=O)NC(CCC(=O)O)C(=O)O. Drug 2: C1CN(CCN1C(=O)CCBr)C(=O)CCBr. Cell line: M14. Synergy scores: CSS=23.4, Synergy_ZIP=-9.66, Synergy_Bliss=-16.0, Synergy_Loewe=-17.1, Synergy_HSA=-12.4. (2) Drug 1: CCCCC(=O)OCC(=O)C1(CC(C2=C(C1)C(=C3C(=C2O)C(=O)C4=C(C3=O)C=CC=C4OC)O)OC5CC(C(C(O5)C)O)NC(=O)C(F)(F)F)O. Drug 2: C1CNP(=O)(OC1)N(CCCl)CCCl. Cell line: SF-295. Synergy scores: CSS=39.7, Synergy_ZIP=-2.35, Synergy_Bliss=-0.268, Synergy_Loewe=-15.1, Synergy_HSA=-0.608. (3) Cell line: OVCAR-8. Drug 2: CC1=C(N=C(N=C1N)C(CC(=O)N)NCC(C(=O)N)N)C(=O)NC(C(C2=CN=CN2)OC3C(C(C(C(O3)CO)O)O)OC4C(C(C(C(O4)CO)O)OC(=O)N)O)C(=O)NC(C)C(C(C)C(=O)NC(C(C)O)C(=O)NCCC5=NC(=CS5)C6=NC(=CS6)C(=O)NCCC[S+](C)C)O. Drug 1: CCC1=C2CN3C(=CC4=C(C3=O)COC(=O)C4(CC)O)C2=NC5=C1C=C(C=C5)O. Synergy scores: CSS=32.7, Synergy_ZIP=-12.2, Synergy_Bliss=-2.34, Synergy_Loewe=0.447, Synergy_HSA=2.45. (4) Cell line: RXF 393. Drug 1: CC1CCC2CC(C(=CC=CC=CC(CC(C(=O)C(C(C(=CC(C(=O)CC(OC(=O)C3CCCCN3C(=O)C(=O)C1(O2)O)C(C)CC4CCC(C(C4)OC)OCCO)C)C)O)OC)C)C)C)OC. Drug 2: C1CN(P(=O)(OC1)NCCCl)CCCl. Synergy scores: CSS=3.73, Synergy_ZIP=-0.427, Synergy_Bliss=1.04, Synergy_Loewe=0.831, Synergy_HSA=0.888. (5) Drug 1: CC1=C2C(C(=O)C3(C(CC4C(C3C(C(C2(C)C)(CC1OC(=O)C(C(C5=CC=CC=C5)NC(=O)OC(C)(C)C)O)O)OC(=O)C6=CC=CC=C6)(CO4)OC(=O)C)OC)C)OC. Drug 2: CN(C)C1=NC(=NC(=N1)N(C)C)N(C)C. Cell line: OVCAR-5. Synergy scores: CSS=63.6, Synergy_ZIP=11.9, Synergy_Bliss=13.1, Synergy_Loewe=-20.0, Synergy_HSA=11.2. (6) Drug 1: C1=NC2=C(N=C(N=C2N1C3C(C(C(O3)CO)O)O)F)N. Drug 2: C1CN(P(=O)(OC1)NCCCl)CCCl. Cell line: TK-10. Synergy scores: CSS=7.04, Synergy_ZIP=-2.82, Synergy_Bliss=-2.19, Synergy_Loewe=-2.01, Synergy_HSA=-0.318. (7) Drug 1: C1CCC(CC1)NC(=O)N(CCCl)N=O. Drug 2: C(=O)(N)NO. Cell line: SK-MEL-5. Synergy scores: CSS=7.10, Synergy_ZIP=0.175, Synergy_Bliss=5.89, Synergy_Loewe=-4.41, Synergy_HSA=0.543. (8) Drug 1: CC1=C2C(C(=O)C3(C(CC4C(C3C(C(C2(C)C)(CC1OC(=O)C(C(C5=CC=CC=C5)NC(=O)OC(C)(C)C)O)O)OC(=O)C6=CC=CC=C6)(CO4)OC(=O)C)OC)C)OC. Drug 2: C1=NC2=C(N=C(N=C2N1C3C(C(C(O3)CO)O)O)F)N. Cell line: SR. Synergy scores: CSS=88.4, Synergy_ZIP=9.72, Synergy_Bliss=9.12, Synergy_Loewe=6.38, Synergy_HSA=9.64. (9) Drug 1: CN(C)C1=NC(=NC(=N1)N(C)C)N(C)C. Drug 2: CN(CC1=CN=C2C(=N1)C(=NC(=N2)N)N)C3=CC=C(C=C3)C(=O)NC(CCC(=O)O)C(=O)O. Cell line: HT29. Synergy scores: CSS=41.7, Synergy_ZIP=3.29, Synergy_Bliss=0.657, Synergy_Loewe=-25.3, Synergy_HSA=-2.76. (10) Drug 1: C1CN1P(=S)(N2CC2)N3CC3. Drug 2: CCCCCOC(=O)NC1=NC(=O)N(C=C1F)C2C(C(C(O2)C)O)O. Cell line: RPMI-8226. Synergy scores: CSS=32.6, Synergy_ZIP=-3.15, Synergy_Bliss=-0.585, Synergy_Loewe=2.05, Synergy_HSA=3.87.